This data is from Full USPTO retrosynthesis dataset with 1.9M reactions from patents (1976-2016). The task is: Predict the reactants needed to synthesize the given product. (1) Given the product [CH:9]12[O:14][CH:6]([CH:11]([CH2:2][Br:5])[CH2:10]1)[CH:7]=[CH:8]2, predict the reactants needed to synthesize it. The reactants are: Br[C:2]([Br:5])(Br)Br.[CH:6]12[O:14][CH:9]([CH:10](CO)[CH2:11]1)[CH:8]=[CH:7]2.C1(P(C2C=CC=CC=2)C2C=CC=CC=2)C=CC=CC=1. (2) Given the product [CH2:1]([N:5]1[C:14]2[C:9](=[CH:10][CH:11]=[C:12]([C:15]([O:17][CH3:18])=[O:16])[CH:13]=2)[N:8]([S:27]([CH3:26])(=[O:29])=[O:28])[CH2:7][CH2:6]1)[CH2:2][CH2:3][CH3:4], predict the reactants needed to synthesize it. The reactants are: [CH2:1]([N:5]1[C:14]2[C:9](=[CH:10][CH:11]=[C:12]([C:15]([O:17][CH3:18])=[O:16])[CH:13]=2)[NH:8][CH2:7][CH2:6]1)[CH2:2][CH2:3][CH3:4].C(N(CC)CC)C.[CH3:26][S:27](Cl)(=[O:29])=[O:28]. (3) Given the product [CH3:20][C:17]1[CH:18]=[CH:19][C:12]([N:10]2[CH2:9][CH2:8][C:4]3[N:5]=[CH:6][N:7]=[C:2]([NH:33][CH:31]([C:27]4[CH:26]=[C:25]5[C:30](=[CH:29][CH:28]=4)[N:21]=[CH:22][CH:23]=[N:24]5)[CH3:32])[C:3]=3[CH2:11]2)=[C:13]([CH:16]=1)[C:14]#[N:15], predict the reactants needed to synthesize it. The reactants are: Cl[C:2]1[C:3]2[CH2:11][N:10]([C:12]3[CH:19]=[CH:18][C:17]([CH3:20])=[CH:16][C:13]=3[C:14]#[N:15])[CH2:9][CH2:8][C:4]=2[N:5]=[CH:6][N:7]=1.[N:21]1[C:30]2[C:25](=[CH:26][C:27]([CH:31]([NH2:33])[CH3:32])=[CH:28][CH:29]=2)[N:24]=[CH:23][CH:22]=1.C(N(CC)C(C)C)(C)C.